From a dataset of Catalyst prediction with 721,799 reactions and 888 catalyst types from USPTO. Predict which catalyst facilitates the given reaction. (1) Reactant: [Br:1][C:2]1[CH:8]=[CH:7][C:6]([F:9])=[CH:5][C:3]=1[NH2:4].C(N(CC)CC)C.[C:17](Cl)(=[O:22])[C:18]([CH3:21])([CH3:20])[CH3:19].CCCCCC. Product: [Br:1][C:2]1[CH:8]=[CH:7][C:6]([F:9])=[CH:5][C:3]=1[NH:4][C:17](=[O:22])[C:18]([CH3:21])([CH3:20])[CH3:19]. The catalyst class is: 2. (2) Reactant: [CH3:1][O:2][C:3](=[O:12])[CH2:4][C:5]1[CH:10]=[CH:9][CH:8]=[CH:7][C:6]=1[NH2:11].N1C=CC=CC=1.[Cl:19][C:20]1[CH:21]=[C:22]([S:27](Cl)(=[O:29])=[O:28])[CH:23]=[CH:24][C:25]=1[Cl:26]. Product: [CH3:1][O:2][C:3](=[O:12])[CH2:4][C:5]1[CH:10]=[CH:9][CH:8]=[CH:7][C:6]=1[NH:11][S:27]([C:22]1[CH:23]=[CH:24][C:25]([Cl:26])=[C:20]([Cl:19])[CH:21]=1)(=[O:29])=[O:28]. The catalyst class is: 2. (3) Reactant: Cl[C:2]1[CH:7]=[CH:6][C:5]([CH3:8])=[CH:4][C:3]=1[N+:9]([O-:11])=[O:10].[N:12]1[CH:17]=[CH:16][CH:15]=[CH:14][C:13]=1[OH:18].C(=O)([O-])[O-].[K+].[K+]. Product: [CH3:8][C:5]1[CH:6]=[CH:7][C:2]([O:18][C:13]2[CH:14]=[CH:15][CH:16]=[CH:17][N:12]=2)=[C:3]([N+:9]([O-:11])=[O:10])[CH:4]=1. The catalyst class is: 42. (4) Reactant: Br[C:2]1[CH:7]=[CH:6][C:5]([C:8]2[O:12][N:11]=[C:10]([C:13]3[CH:14]=[CH:15][C:16]4[O:20][C:19]([C:21]5([NH:29][C:30](=[O:36])[O:31][C:32]([CH3:35])([CH3:34])[CH3:33])[CH2:26][O:25][C:24]([CH3:28])([CH3:27])[O:23][CH2:22]5)=[CH:18][C:17]=4[CH:37]=3)[N:9]=2)=[CH:4][C:3]=1[Cl:38].[S:39]1[CH:43]=[CH:42][C:41](B(O)O)=[CH:40]1.C([O-])(O)=O.[Na+]. Product: [Cl:38][C:3]1[CH:4]=[C:5]([C:8]2[O:12][N:11]=[C:10]([C:13]3[CH:14]=[CH:15][C:16]4[O:20][C:19]([C:21]5([NH:29][C:30](=[O:36])[O:31][C:32]([CH3:35])([CH3:34])[CH3:33])[CH2:26][O:25][C:24]([CH3:28])([CH3:27])[O:23][CH2:22]5)=[CH:18][C:17]=4[CH:37]=3)[N:9]=2)[CH:6]=[CH:7][C:2]=1[C:41]1[CH:42]=[CH:43][S:39][CH:40]=1. The catalyst class is: 70.